From a dataset of Catalyst prediction with 721,799 reactions and 888 catalyst types from USPTO. Predict which catalyst facilitates the given reaction. (1) Reactant: [CH3:1][O:2][C:3]1[CH:8]=[CH:7][CH:6]=[CH:5][C:4]=1[C:9]1[CH:14]=[CH:13][CH:12]=[C:11]([C:15]([NH:17][C:18]2[CH:23]=[CH:22][C:21]([C:24]3[N:28]=[CH:27][N:26]([C:29]4[CH:34]=[CH:33][C:32]([O:35][C:36]([F:42])([F:41])[C:37]([F:40])([F:39])[F:38])=[CH:31][CH:30]=4)[N:25]=3)=[CH:20][CH:19]=2)=O)[CH:10]=1.COC1C=CC(P2(=S)SP(=S)(C3C=CC(OC)=CC=3)[S:52]2)=CC=1. Product: [CH3:1][O:2][C:3]1[CH:8]=[CH:7][CH:6]=[CH:5][C:4]=1[C:9]1[CH:14]=[CH:13][CH:12]=[C:11]([C:15](=[S:52])[NH:17][C:18]2[CH:23]=[CH:22][C:21]([C:24]3[N:28]=[CH:27][N:26]([C:29]4[CH:34]=[CH:33][C:32]([O:35][C:36]([F:42])([F:41])[C:37]([F:40])([F:39])[F:38])=[CH:31][CH:30]=4)[N:25]=3)=[CH:20][CH:19]=2)[CH:10]=1. The catalyst class is: 7. (2) Product: [OH:19][CH2:18][C:17]1[CH:16]=[CH:15][N:14]=[C:13]([C:22]2[CH:27]=[CH:26][CH:25]=[C:24]([CH3:28])[N:23]=2)[C:12]=1[C:9]1[CH:10]=[CH:11][C:6]2[N:7]([C:3]([C:1]#[N:2])=[CH:4][N:5]=2)[CH:8]=1. Reactant: [C:1]([C:3]1[N:7]2[CH:8]=[C:9]([C:12]3[C:13]([C:22]4[CH:27]=[CH:26][CH:25]=[C:24]([CH3:28])[N:23]=4)=[N:14][CH:15]=[CH:16][C:17]=3[C:18](OC)=[O:19])[CH:10]=[CH:11][C:6]2=[N:5][CH:4]=1)#[N:2].[BH4-].[Na+]. The catalyst class is: 24. (3) Reactant: C(OC(=O)[NH:7][C@H:8]1[CH2:13][CH2:12][C@H:11]([NH:14][C:15]2[N:24]=[C:23]([N:25]([CH3:27])[CH3:26])[C:22]3[C:17](=[CH:18][CH:19]=[CH:20][CH:21]=3)[N:16]=2)[CH2:10][CH2:9]1)(C)(C)C.Cl.C(N(C(C)C)CC)(C)C.[Br:39][C:40]1[CH:45]=[CH:44][C:43]([S:46](Cl)(=[O:48])=[O:47])=[C:42]([O:50][C:51]([F:54])([F:53])[F:52])[CH:41]=1. Product: [Br:39][C:40]1[CH:45]=[CH:44][C:43]([S:46]([NH:7][C@H:8]2[CH2:13][CH2:12][C@H:11]([NH:14][C:15]3[N:24]=[C:23]([N:25]([CH3:27])[CH3:26])[C:22]4[C:17](=[CH:18][CH:19]=[CH:20][CH:21]=4)[N:16]=3)[CH2:10][CH2:9]2)(=[O:48])=[O:47])=[C:42]([O:50][C:51]([F:53])([F:52])[F:54])[CH:41]=1. The catalyst class is: 795. (4) Reactant: [C:1]([N:4]1[CH2:9][CH2:8][N:7]([C:10]2[CH:15]=[CH:14][C:13]([C:16](=[O:18])[CH3:17])=[CH:12][CH:11]=2)[CH2:6][CH2:5]1)(=[O:3])[CH3:2].[CH:19]([C:21]1[CH:31]=[CH:30][C:24]([CH:25]=[CH:26][C:27]([OH:29])=[O:28])=[CH:23][CH:22]=1)=O.[OH-].[K+]. Product: [C:1]([N:4]1[CH2:9][CH2:8][N:7]([C:10]2[CH:15]=[CH:14][C:13]([C:16](=[O:18])/[CH:17]=[CH:19]/[C:21]3[CH:22]=[CH:23][C:24](/[CH:25]=[CH:26]/[C:27]([OH:29])=[O:28])=[CH:30][CH:31]=3)=[CH:12][CH:11]=2)[CH2:6][CH2:5]1)(=[O:3])[CH3:2]. The catalyst class is: 88. (5) Reactant: C(OC([NH:8][CH2:9][CH2:10][CH2:11][C@@H:12]([CH2:19][C:20]1[N:21]=[CH:22][N:23]2[C:32]3[C:27](=[CH:28][CH:29]=[CH:30][CH:31]=3)[CH2:26][CH2:25][C:24]=12)[C:13]([O:15][CH:16]([CH3:18])[CH3:17])=[O:14])=O)(C)(C)C.[ClH:33]. Product: [ClH:33].[ClH:33].[NH2:8][CH2:9][CH2:10][CH2:11][C@@H:12]([CH2:19][C:20]1[N:21]=[CH:22][N:23]2[C:32]3[C:27](=[CH:28][CH:29]=[CH:30][CH:31]=3)[CH2:26][CH2:25][C:24]=12)[C:13]([O:15][CH:16]([CH3:18])[CH3:17])=[O:14]. The catalyst class is: 13. (6) Reactant: Br[C:2]1[C:3](=O)[CH2:4][CH2:5][CH2:6][C:7]=1[O:8]C.[CH3:11][C:12]([C:15]([NH2:17])=[NH:16])([CH3:14])[CH3:13].Cl.C(=O)([O-])[O-].[K+].[K+]. Product: [CH3:11][C:12]([C:15]1[NH:17][C:3]2[CH2:4][CH2:5][CH2:6][C:7](=[O:8])[C:2]=2[N:16]=1)([CH3:14])[CH3:13]. The catalyst class is: 204. (7) Reactant: [CH3:1][O:2][C:3]1[C:23]([O:24][CH3:25])=[CH:22][CH:21]=[CH:20][C:4]=1[C:5]([CH:7]1[CH2:12][CH2:11][N:10]([C:13]([O:15][C:16]([CH3:19])([CH3:18])[CH3:17])=[O:14])[CH2:9][CH2:8]1)=[O:6].[BH4-].[Na+].Cl. Product: [CH3:1][O:2][C:3]1[C:23]([O:24][CH3:25])=[CH:22][CH:21]=[CH:20][C:4]=1[CH:5]([CH:7]1[CH2:8][CH2:9][N:10]([C:13]([O:15][C:16]([CH3:19])([CH3:18])[CH3:17])=[O:14])[CH2:11][CH2:12]1)[OH:6]. The catalyst class is: 5. (8) Reactant: [CH3:1][C@H:2]([O:10][C:11]1[CH:12]=[C:13]([CH:27]=[C:28]([O:30]CC2C=CC=CC=2)[CH:29]=1)[C:14]([NH:16][C:17]1[N:22]=[CH:21][C:20]([C:23]([O:25][CH3:26])=[O:24])=[CH:19][CH:18]=1)=[O:15])[CH2:3][C:4]1[CH:9]=[CH:8][CH:7]=[CH:6][CH:5]=1.C1COCC1.[H][H]. Product: [CH3:1][C@H:2]([O:10][C:11]1[CH:12]=[C:13]([CH:27]=[C:28]([OH:30])[CH:29]=1)[C:14]([NH:16][C:17]1[N:22]=[CH:21][C:20]([C:23]([O:25][CH3:26])=[O:24])=[CH:19][CH:18]=1)=[O:15])[CH2:3][C:4]1[CH:5]=[CH:6][CH:7]=[CH:8][CH:9]=1. The catalyst class is: 43. (9) Reactant: [OH:1][C:2]1[CH:10]=[CH:9][C:8]([C:11]2[N:12]([C:22]([O:24][C:25]([CH3:28])([CH3:27])[CH3:26])=[O:23])[C:13]3[C:18]([CH:19]=2)=[CH:17][C:16]([CH:20]=[O:21])=[CH:15][CH:14]=3)=[C:7]2[C:3]=1[CH2:4][NH:5][C:6]2=[O:29].C(N(CC)CC)C.[F:37][C:38]([F:44])([F:43])[S:39](Cl)(=[O:41])=[O:40]. Product: [F:37][C:38]([F:44])([F:43])[S:39]([O:1][C:2]1[CH:10]=[CH:9][C:8]([C:11]2[N:12]([C:22]([O:24][C:25]([CH3:26])([CH3:28])[CH3:27])=[O:23])[C:13]3[C:18]([CH:19]=2)=[CH:17][C:16]([CH:20]=[O:21])=[CH:15][CH:14]=3)=[C:7]2[C:3]=1[CH2:4][NH:5][C:6]2=[O:29])(=[O:41])=[O:40]. The catalyst class is: 4.